From a dataset of Peptide-MHC class I binding affinity with 185,985 pairs from IEDB/IMGT. Regression. Given a peptide amino acid sequence and an MHC pseudo amino acid sequence, predict their binding affinity value. This is MHC class I binding data. (1) The binding affinity (normalized) is 0.0847. The peptide sequence is KVIQPRVEK. The MHC is HLA-B15:01 with pseudo-sequence HLA-B15:01. (2) The peptide sequence is KTKPPLPSVKK. The MHC is HLA-A26:01 with pseudo-sequence HLA-A26:01. The binding affinity (normalized) is 0.